This data is from Full USPTO retrosynthesis dataset with 1.9M reactions from patents (1976-2016). The task is: Predict the reactants needed to synthesize the given product. (1) Given the product [CH2:2]([O:4][CH2:5][CH2:6][O:7][CH2:8][CH2:9][NH2:10])[CH3:3], predict the reactants needed to synthesize it. The reactants are: Cl.[CH2:2]([O:4][CH2:5][CH2:6][O:7][CH2:8][CH2:9][NH:10]C(=O)OC(C)(C)C)[CH3:3].C([O-])([O-])=O.[K+].[K+]. (2) Given the product [NH2:34][C:30]1[CH:29]=[C:28]([CH:33]=[CH:32][CH:31]=1)[O:27][C:20]1[C:21]2[S:26][CH:25]=[CH:24][C:22]=2[N:23]=[C:18]([NH:17][C:5]2[CH:6]=[CH:7][C:8]([N:10]3[CH2:15][CH2:14][N:13]([CH3:16])[CH2:12][CH2:11]3)=[CH:9][C:4]=2[O:3][CH3:2])[N:19]=1, predict the reactants needed to synthesize it. The reactants are: Cl.[CH3:2][O:3][C:4]1[CH:9]=[C:8]([N:10]2[CH2:15][CH2:14][N:13]([CH3:16])[CH2:12][CH2:11]2)[CH:7]=[CH:6][C:5]=1[NH:17][C:18]1[N:19]=[C:20]([O:27][C:28]2[CH:33]=[CH:32][CH:31]=[C:30]([N+:34]([O-])=O)[CH:29]=2)[C:21]2[S:26][CH:25]=[CH:24][C:22]=2[N:23]=1. (3) Given the product [Cl:25][C:22]1[CH:23]=[CH:24][C:19]([NH:18][S:14]([C:11]2[CH:12]=[CH:13][C:8]([C:2]3([CH3:1])[CH2:7][CH2:6][O:5][CH2:4][CH2:3]3)=[CH:9][CH:10]=2)(=[O:16])=[O:15])=[C:20]([C:26]([C:28]2[CH:33]=[CH:32][CH:31]=[CH:30][N:29]=2)=[O:27])[CH:21]=1, predict the reactants needed to synthesize it. The reactants are: [CH3:1][C:2]1([C:8]2[CH:13]=[CH:12][C:11]([S:14](Cl)(=[O:16])=[O:15])=[CH:10][CH:9]=2)[CH2:7][CH2:6][O:5][CH2:4][CH2:3]1.[NH2:18][C:19]1[CH:24]=[CH:23][C:22]([Cl:25])=[CH:21][C:20]=1[C:26]([C:28]1[CH:33]=[CH:32][CH:31]=[CH:30][N:29]=1)=[O:27]. (4) The reactants are: [N:1]([CH2:4][CH2:5][C:6]1=[CH:7][N:8]([C:23]([CH3:26])([CH3:25])[CH3:24])[S:9]/[C:10]/1=[N:11]\[C:12](=[O:22])[C:13]1[CH:18]=[C:17]([Cl:19])[CH:16]=[CH:15][C:14]=1[O:20][CH3:21])=[N+]=[N-]. Given the product [NH2:1][CH2:4][CH2:5][C:6]1=[CH:7][N:8]([C:23]([CH3:26])([CH3:25])[CH3:24])[S:9]/[C:10]/1=[N:11]\[C:12](=[O:22])[C:13]1[CH:18]=[C:17]([Cl:19])[CH:16]=[CH:15][C:14]=1[O:20][CH3:21], predict the reactants needed to synthesize it. (5) Given the product [F:20][C:17]1[CH:18]=[CH:19][C:14]([CH:13]([C:21]2[CH:26]=[CH:25][C:24]([F:27])=[CH:23][CH:22]=2)[CH2:12][CH2:11][CH2:10][CH2:9][C:8]([N:5]2[CH2:6][CH2:7][CH:3]([CH2:2][NH:1][C:36](=[O:37])[C:35]3[CH:39]=[C:40]([C:44]([CH3:45])([CH3:46])[CH3:47])[C:41]([O:42][CH3:43])=[C:33]([C:29]([CH3:32])([CH3:31])[CH3:30])[CH:34]=3)[CH2:4]2)=[O:28])=[CH:15][CH:16]=1, predict the reactants needed to synthesize it. The reactants are: [NH2:1][CH2:2][CH:3]1[CH2:7][CH2:6][N:5]([C:8](=[O:28])[CH2:9][CH2:10][CH2:11][CH2:12][CH:13]([C:21]2[CH:26]=[CH:25][C:24]([F:27])=[CH:23][CH:22]=2)[C:14]2[CH:19]=[CH:18][C:17]([F:20])=[CH:16][CH:15]=2)[CH2:4]1.[C:29]([C:33]1[CH:34]=[C:35]([CH:39]=[C:40]([C:44]([CH3:47])([CH3:46])[CH3:45])[C:41]=1[O:42][CH3:43])[C:36](O)=[O:37])([CH3:32])([CH3:31])[CH3:30].C(Cl)CCl. (6) The reactants are: [CH3:1][C:2]1[CH:3]=[C:4]([CH:11]=[O:12])[CH:5]=[C:6]2[C:10]=1[NH:9][N:8]=[CH:7]2.C(N(CC)CC)C.[CH3:20][Si:21]([CH3:29])([CH3:28])[CH2:22][CH2:23][S:24](Cl)(=[O:26])=[O:25]. Given the product [CH3:1][C:2]1[C:10]2[C:6](=[CH:7][N:8]([S:24]([CH2:23][CH2:22][Si:21]([CH3:29])([CH3:28])[CH3:20])(=[O:26])=[O:25])[N:9]=2)[CH:5]=[C:4]([CH:11]=[O:12])[CH:3]=1, predict the reactants needed to synthesize it.